This data is from Forward reaction prediction with 1.9M reactions from USPTO patents (1976-2016). The task is: Predict the product of the given reaction. (1) Given the reactants Br[CH2:2][CH2:3][O:4][C:5]1[CH:20]=[CH:19][C:8]2[C:9]([C:12]3[CH:17]=[CH:16][C:15]([Br:18])=[CH:14][CH:13]=3)=[N:10][S:11][C:7]=2[CH:6]=1.[CH3:21][NH:22][CH3:23].C([O-])(O)=O.[Na+], predict the reaction product. The product is: [Br:18][C:15]1[CH:16]=[CH:17][C:12]([C:9]2[C:8]3[CH:19]=[CH:20][C:5]([O:4][CH2:3][CH2:2][N:22]([CH3:23])[CH3:21])=[CH:6][C:7]=3[S:11][N:10]=2)=[CH:13][CH:14]=1. (2) The product is: [F:13][C:14]1[CH:15]=[C:16]([CH:19]=[CH:20][CH:21]=1)[CH2:17][N:9]1[C:10]2[C:6](=[CH:5][C:4]([N+:1]([O-:3])=[O:2])=[CH:12][CH:11]=2)[CH:7]=[N:8]1. Given the reactants [N+:1]([C:4]1[CH:5]=[C:6]2[C:10](=[CH:11][CH:12]=1)[NH:9][N:8]=[CH:7]2)([O-:3])=[O:2].[F:13][C:14]1[CH:15]=[C:16]([CH:19]=[CH:20][CH:21]=1)[CH2:17]Cl.C([O-])([O-])=O.[K+].[K+].O, predict the reaction product. (3) The product is: [CH3:27][C:26]1[CH:25]=[C:24]([CH3:28])[NH:23][C:22](=[O:29])[C:21]=1[CH2:20][NH:19][C:17]([C:7]1[C:8]2[CH:9]=[CH:10][N:11]([CH:14]([CH3:16])[CH3:15])[C:12]=2[CH:13]=[CH:5][CH:6]=1)=[O:18]. Given the reactants C(O)C.Br[C:5]1[CH:6]=[C:7]([C:17]([NH:19][CH2:20][C:21]2[C:22](=[O:29])[NH:23][C:24]([CH3:28])=[CH:25][C:26]=2[CH3:27])=[O:18])[C:8]2[CH:9]=[CH:10][N:11]([CH:14]([CH3:16])[CH3:15])[C:12]=2[CH:13]=1, predict the reaction product. (4) Given the reactants [C:1]([Cl:6])(=[O:5])[CH:2]([CH3:4])[CH3:3].[CH:7](=[O:11])[CH:8]([CH3:10])[CH3:9], predict the reaction product. The product is: [C:7]([O:5][CH:1]([Cl:6])[CH:2]([CH3:4])[CH3:3])(=[O:11])[CH:8]([CH3:10])[CH3:9]. (5) Given the reactants [CH3:1][CH:2]([N:4]1[C:8]([C:9]2[C:14]([CH2:15][OH:16])=[CH:13][CH:12]=[CH:11][N:10]=2)=[CH:7][CH:6]=[N:5]1)[CH3:3].[H-].[Na+].Cl[C:20]1[CH:25]=[CH:24][N:23]=[C:22]([NH:26][CH3:27])[C:21]=1[CH:28]=[O:29], predict the reaction product. The product is: [CH:2]([N:4]1[C:8]([C:9]2[C:14]([CH2:15][O:16][C:20]3[C:21]([CH:28]=[O:29])=[C:22]([NH:26][CH3:27])[N:23]=[CH:24][CH:25]=3)=[CH:13][CH:12]=[CH:11][N:10]=2)=[CH:7][CH:6]=[N:5]1)([CH3:1])[CH3:3]. (6) Given the reactants [N:1]1[CH:6]=[CH:5][CH:4]=[CH:3][C:2]=1[C:7]([C:10]1[CH:15]=[CH:14][CH:13]=[CH:12][N:11]=1)=[N:8]O.C([O-])(=O)C.[NH4+].[OH-].[Na+], predict the reaction product. The product is: [N:1]1[CH:6]=[CH:5][CH:4]=[CH:3][C:2]=1[CH:7]([C:10]1[CH:15]=[CH:14][CH:13]=[CH:12][N:11]=1)[NH2:8]. (7) Given the reactants [CH3:1][O:2][CH2:3][C:4]1([N:13]2C(=O)C3C(=CC=CC=3)C2=O)[CH2:12][C:11]2[C:6](=[CH:7][CH:8]=[CH:9][CH:10]=2)[CH2:5]1.O.NN, predict the reaction product. The product is: [CH3:1][O:2][CH2:3][C:4]1([NH2:13])[CH2:12][C:11]2[C:6](=[CH:7][CH:8]=[CH:9][CH:10]=2)[CH2:5]1. (8) Given the reactants C(=[N:8][CH:9]1[CH2:15][CH2:14][CH2:13][CH2:12][N:11]([C:16]([O:18][C:19]([CH3:22])([CH3:21])[CH3:20])=[O:17])[CH2:10]1)C1C=CC=CC=1, predict the reaction product. The product is: [NH2:8][CH:9]1[CH2:15][CH2:14][CH2:13][CH2:12][N:11]([C:16]([O:18][C:19]([CH3:22])([CH3:21])[CH3:20])=[O:17])[CH2:10]1. (9) Given the reactants Cl[C:2]1[N:7]=[C:6]([CH:8]([CH:11]2[N:15]([CH2:16][CH3:17])[C:14]3[CH:18]=[CH:19][CH:20]=[CH:21][C:13]=3[NH:12]2)[C:9]#[N:10])[CH:5]=[CH:4][N:3]=1.[CH2:22]([NH2:26])[CH:23]([CH3:25])[CH3:24], predict the reaction product. The product is: [CH2:16]([N:15]1[C:14]2[CH:18]=[CH:19][CH:20]=[CH:21][C:13]=2[NH:12]/[C:11]/1=[C:8](\[C:6]1[CH:5]=[CH:4][N:3]=[C:2]([NH:26][CH2:22][CH:23]([CH3:25])[CH3:24])[N:7]=1)/[C:9]#[N:10])[CH3:17].